Dataset: NCI-60 drug combinations with 297,098 pairs across 59 cell lines. Task: Regression. Given two drug SMILES strings and cell line genomic features, predict the synergy score measuring deviation from expected non-interaction effect. (1) Drug 1: CC1=CC=C(C=C1)C2=CC(=NN2C3=CC=C(C=C3)S(=O)(=O)N)C(F)(F)F. Drug 2: CCN(CC)CCNC(=O)C1=C(NC(=C1C)C=C2C3=C(C=CC(=C3)F)NC2=O)C. Cell line: SNB-75. Synergy scores: CSS=-2.36, Synergy_ZIP=2.85, Synergy_Bliss=2.25, Synergy_Loewe=-4.77, Synergy_HSA=-4.40. (2) Drug 1: CC1C(C(=O)NC(C(=O)N2CCCC2C(=O)N(CC(=O)N(C(C(=O)O1)C(C)C)C)C)C(C)C)NC(=O)C3=C4C(=C(C=C3)C)OC5=C(C(=O)C(=C(C5=N4)C(=O)NC6C(OC(=O)C(N(C(=O)CN(C(=O)C7CCCN7C(=O)C(NC6=O)C(C)C)C)C)C(C)C)C)N)C. Cell line: SK-OV-3. Synergy scores: CSS=15.4, Synergy_ZIP=-6.27, Synergy_Bliss=-7.39, Synergy_Loewe=-57.1, Synergy_HSA=-8.35. Drug 2: COC1=C2C(=CC3=C1OC=C3)C=CC(=O)O2. (3) Drug 1: C1=CC(=CC=C1CCC2=CNC3=C2C(=O)NC(=N3)N)C(=O)NC(CCC(=O)O)C(=O)O. Drug 2: C(CC(=O)O)C(=O)CN.Cl. Cell line: UO-31. Synergy scores: CSS=28.1, Synergy_ZIP=-1.30, Synergy_Bliss=2.97, Synergy_Loewe=-10.3, Synergy_HSA=3.19. (4) Drug 1: C1=CC(=CC=C1CCCC(=O)O)N(CCCl)CCCl. Drug 2: CC1=C(N=C(N=C1N)C(CC(=O)N)NCC(C(=O)N)N)C(=O)NC(C(C2=CN=CN2)OC3C(C(C(C(O3)CO)O)O)OC4C(C(C(C(O4)CO)O)OC(=O)N)O)C(=O)NC(C)C(C(C)C(=O)NC(C(C)O)C(=O)NCCC5=NC(=CS5)C6=NC(=CS6)C(=O)NCCC[S+](C)C)O. Cell line: OVCAR-4. Synergy scores: CSS=-3.10, Synergy_ZIP=0.522, Synergy_Bliss=-1.31, Synergy_Loewe=-6.42, Synergy_HSA=-5.55. (5) Drug 1: CC1C(C(CC(O1)OC2CC(CC3=C2C(=C4C(=C3O)C(=O)C5=C(C4=O)C(=CC=C5)OC)O)(C(=O)CO)O)N)O.Cl. Drug 2: CC1=C(N=C(N=C1N)C(CC(=O)N)NCC(C(=O)N)N)C(=O)NC(C(C2=CN=CN2)OC3C(C(C(C(O3)CO)O)O)OC4C(C(C(C(O4)CO)O)OC(=O)N)O)C(=O)NC(C)C(C(C)C(=O)NC(C(C)O)C(=O)NCCC5=NC(=CS5)C6=NC(=CS6)C(=O)NCCC[S+](C)C)O. Cell line: K-562. Synergy scores: CSS=29.2, Synergy_ZIP=-0.449, Synergy_Bliss=3.64, Synergy_Loewe=0.636, Synergy_HSA=0.774.